This data is from Reaction yield outcomes from USPTO patents with 853,638 reactions. The task is: Predict the reaction yield, written as a fraction of the theoretical maximum amount of product (1.0 means a 100% yield; for example, 0.34 means a 34% yield). (1) The reactants are [CH3:1][N:2]1[CH2:7][CH:6]=[C:5]([C:8]2[CH:9]=[CH:10][C:11]([N+:14]([O-])=O)=[N:12][CH:13]=2)[CH2:4][CH2:3]1. The catalyst is [Pd].CCO. The product is [CH3:1][N:2]1[CH2:7][CH2:6][CH:5]([C:8]2[CH:9]=[CH:10][C:11]([NH2:14])=[N:12][CH:13]=2)[CH2:4][CH2:3]1. The yield is 1.00. (2) The reactants are [N+:1]([C:4]1[C:5]([S:10]([NH2:13])(=[O:12])=[O:11])=[N:6][CH:7]=[CH:8][CH:9]=1)([O-])=O.[Cl-].[NH4+].C(OCC)(=O)C. The catalyst is C(O)C.[Fe]. The product is [NH2:1][C:4]1[C:5]([S:10]([NH2:13])(=[O:12])=[O:11])=[N:6][CH:7]=[CH:8][CH:9]=1. The yield is 0.760. (3) The reactants are [Cl:1][C:2]1[C:28]([Cl:29])=[CH:27][C:5]([O:6][C:7]2[CH:12]=[C:11]([O:13][CH2:14][CH2:15][N:16]3C(=O)C4C(=CC=CC=4)C3=O)[CH:10]=[CH:9][N:8]=2)=[C:4]([I:30])[CH:3]=1. The catalyst is CCO. The product is [Cl:1][C:2]1[C:28]([Cl:29])=[CH:27][C:5]([O:6][C:7]2[CH:12]=[C:11]([O:13][CH2:14][CH2:15][NH2:16])[CH:10]=[CH:9][N:8]=2)=[C:4]([I:30])[CH:3]=1. The yield is 0.380. (4) The reactants are O[C:2]1[C:11]2[C:6](=[N:7][CH:8]=[CH:9][CH:10]=2)[N:5]([C:12]2[CH:17]=[CH:16][CH:15]=[CH:14][CH:13]=2)[C:4](=[O:18])[C:3]=1[C:19](=O)[CH2:20][C:21]1[S:22][CH:23]=[CH:24][CH:25]=1.O.[NH2:28][NH2:29]. The catalyst is CN(C=O)C. The product is [S:22]1[CH:23]=[CH:24][CH:25]=[C:21]1[CH2:20][C:19]1[C:3]2[C:4](=[O:18])[N:5]([C:12]3[CH:17]=[CH:16][CH:15]=[CH:14][CH:13]=3)[C:6]3[N:7]=[CH:8][CH:9]=[CH:10][C:11]=3[C:2]=2[NH:29][N:28]=1. The yield is 0.720. (5) The reactants are Cl.[S:2]1[CH:6]=[C:5]([CH2:7][CH2:8][NH2:9])[C:4]2[CH:10]=[CH:11][CH:12]=[CH:13][C:3]1=2.[CH2:14]=O. The catalyst is CO. The product is [CH2:14]1[C:6]2[S:2][C:3]3[CH:13]=[CH:12][CH:11]=[CH:10][C:4]=3[C:5]=2[CH2:7][CH2:8][NH:9]1. The yield is 0.350.